Task: Predict the product of the given reaction.. Dataset: Forward reaction prediction with 1.9M reactions from USPTO patents (1976-2016) (1) Given the reactants [NH2:1][CH2:2][CH2:3][C:4]1[CH:5]=[C:6]([NH:10][C:11]([NH:13][CH2:14][C:15]2[CH:20]=[CH:19][C:18](F)=[CH:17][CH:16]=2)=[O:12])[CH:7]=[CH:8][CH:9]=1.C(#N)C.[CH:25](OC(C)C)([CH3:27])[CH3:26], predict the reaction product. The product is: [NH2:1][CH2:2][CH2:3][C:4]1[CH:5]=[C:6]([NH:10][C:11]([NH:13][CH2:14][CH2:15][CH2:20][CH2:19][C:18]2[CH:17]=[CH:16][CH:27]=[CH:25][CH:26]=2)=[O:12])[CH:7]=[CH:8][CH:9]=1. (2) Given the reactants [N+:1]([C:4]1[CH:5]=[C:6]([CH2:11][C@H:12]([NH:26][C:27]([C@H:29]2[CH2:34][CH2:33][C@H:32]([CH2:35][CH3:36])[CH2:31][CH2:30]2)=[O:28])[C:13]2[NH:14][CH:15]=[C:16]([C:18]3[CH:23]=[CH:22][C:21]([Cl:24])=[CH:20][C:19]=3[Cl:25])[N:17]=2)[CH:7]=[CH:8][C:9]=1[OH:10])([O-:3])=[O:2].Br[CH2:38][CH2:39][CH2:40][CH3:41], predict the reaction product. The product is: [N+:1]([C:4]1[CH:5]=[C:6]([CH2:11][C@H:12]([NH:26][C:27]([C@H:29]2[CH2:30][CH2:31][C@H:32]([CH2:35][CH3:36])[CH2:33][CH2:34]2)=[O:28])[C:13]2[N:14]([CH2:38][CH2:39][CH2:40][CH3:41])[CH:15]=[C:16]([C:18]3[CH:23]=[CH:22][C:21]([Cl:24])=[CH:20][C:19]=3[Cl:25])[N:17]=2)[CH:7]=[CH:8][C:9]=1[OH:10])([O-:3])=[O:2]. (3) The product is: [C:15]([C:16]1[CH:23]=[CH:22][C:19]([CH2:20][NH:21][C:5](=[O:7])[CH:4]([O:3][CH2:1][CH3:2])[C:8]2[CH:13]=[CH:12][CH:11]=[CH:10][CH:9]=2)=[CH:18][CH:17]=1)#[N:14]. Given the reactants [CH2:1]([O:3][CH:4]([C:8]1[CH:13]=[CH:12][CH:11]=[CH:10][CH:9]=1)[C:5]([OH:7])=O)[CH3:2].[NH2:14][CH2:15][C:16]1[CH:23]=[CH:22][C:19]([C:20]#[N:21])=[CH:18][CH:17]=1, predict the reaction product. (4) Given the reactants [NH:1]1[CH2:5][CH2:4][CH2:3][C@H:2]1[C:6]([O:8][CH3:9])=[O:7].Cl[C:11]1[C:20]([N+:21]([O-:23])=[O:22])=[CH:19][C:14]([C:15]([O:17][CH3:18])=[O:16])=[CH:13][N:12]=1, predict the reaction product. The product is: [CH3:9][O:8][C:6]([C@@H:2]1[CH2:3][CH2:4][CH2:5][N:1]1[C:11]1[C:20]([N+:21]([O-:23])=[O:22])=[CH:19][C:14]([C:15]([O:17][CH3:18])=[O:16])=[CH:13][N:12]=1)=[O:7]. (5) The product is: [CH3:39][N:34]([C:32]1[CH:31]=[C:5]([C:6]2[O:7][C:10]([C@H:12]3[C@@H:17]([C:18]4[CH:19]=[CH:20][CH:21]=[CH:22][CH:23]=4)[CH2:16][CH2:15][CH2:14][NH:13]3)=[N:9][N:8]=2)[CH:4]=[C:3]([N:2]([CH3:1])[CH2:40][C@@H:41]2[CH2:43][C@H:42]2[CH3:44])[N:33]=1)[S:35]([CH3:38])(=[O:36])=[O:37]. Given the reactants [CH3:1][N:2]([CH2:40][C@@H:41]1[CH2:43][C@H:42]1[CH3:44])[C:3]1[CH:4]=[C:5]([CH:31]=[C:32]([N:34]([CH3:39])[S:35]([CH3:38])(=[O:37])=[O:36])[N:33]=1)[C:6]([NH:8][NH:9][C:10]([C@H:12]1[C@@H:17]([C:18]2[CH:23]=[CH:22][CH:21]=[CH:20][CH:19]=2)[CH2:16][CH2:15][CH2:14][N:13]1C(OC(C)(C)C)=O)=O)=[O:7].CC[N+](S(N=C(OC)[O-])(=O)=O)(CC)CC.Cl, predict the reaction product. (6) Given the reactants [F:1][C:2]1[CH:7]=[C:6]([F:8])[C:5]([C:9]2[CH:10]=[N:11][CH:12]=[N:13][CH:14]=2)=[CH:4][C:3]=1[C@@:15]([NH:27][C:28]([NH:30]C(=O)C1C=CC=CC=1)=[S:29])([CH2:17][C@H:18]([C:20]1[C:21]([CH3:26])=[N:22][O:23][C:24]=1[CH3:25])O)[CH3:16].Cl, predict the reaction product. The product is: [F:1][C:2]1[CH:7]=[C:6]([F:8])[C:5]([C:9]2[CH:10]=[N:11][CH:12]=[N:13][CH:14]=2)=[CH:4][C:3]=1[C@:15]1([CH3:16])[CH2:17][C@@H:18]([C:20]2[C:21]([CH3:26])=[N:22][O:23][C:24]=2[CH3:25])[S:29][C:28]([NH2:30])=[N:27]1.